From a dataset of Peptide-MHC class II binding affinity with 134,281 pairs from IEDB. Regression. Given a peptide amino acid sequence and an MHC pseudo amino acid sequence, predict their binding affinity value. This is MHC class II binding data. (1) The peptide sequence is KAFVLDSDNLIPKVV. The MHC is DRB1_0401 with pseudo-sequence DRB1_0401. The binding affinity (normalized) is 0.852. (2) The peptide sequence is GQVVTYALNTFTNLAVQL. The MHC is DRB1_1501 with pseudo-sequence DRB1_1501. The binding affinity (normalized) is 0.520. (3) The peptide sequence is QRPLVTIKIGGQLKE. The MHC is DRB1_1101 with pseudo-sequence DRB1_1101. The binding affinity (normalized) is 0.470.